From a dataset of Catalyst prediction with 721,799 reactions and 888 catalyst types from USPTO. Predict which catalyst facilitates the given reaction. (1) Reactant: [N:1]1([C:10]2[S:14][C:13]([C:15]([OH:17])=O)=[C:12]([O:18][CH2:19][C:20]3[CH:25]=[CH:24][CH:23]=[CH:22][C:21]=3[CH3:26])[CH:11]=2)[C:5]2[CH:6]=[CH:7][CH:8]=[CH:9][C:4]=2[N:3]=[CH:2]1.ClC(N(C)C)=C(C)C.[CH:35]([NH2:38])([CH3:37])[CH3:36].C(N(C(C)C)CC)(C)C. Product: [N:1]1([C:10]2[S:14][C:13]([C:15]([NH:38][CH:35]([CH3:37])[CH3:36])=[O:17])=[C:12]([O:18][CH2:19][C:20]3[CH:25]=[CH:24][CH:23]=[CH:22][C:21]=3[CH3:26])[CH:11]=2)[C:5]2[CH:6]=[CH:7][CH:8]=[CH:9][C:4]=2[N:3]=[CH:2]1. The catalyst class is: 4. (2) Product: [Cl:15][C:16]1[N:21]=[C:20]([NH:22][C:12]([C:9]2([C:6]3[CH:7]=[CH:8][C:3]([O:2][CH3:1])=[CH:4][CH:5]=3)[CH2:11][CH2:10]2)=[O:13])[CH:19]=[CH:18][C:17]=1[CH3:23]. The catalyst class is: 4. Reactant: [CH3:1][O:2][C:3]1[CH:8]=[CH:7][C:6]([C:9]2([C:12](Cl)=[O:13])[CH2:11][CH2:10]2)=[CH:5][CH:4]=1.[Cl:15][C:16]1[N:21]=[C:20]([NH2:22])[CH:19]=[CH:18][C:17]=1[CH3:23].CCN(CC)CC.